Dataset: Reaction yield outcomes from USPTO patents with 853,638 reactions. Task: Predict the reaction yield, written as a fraction of the theoretical maximum amount of product (1.0 means a 100% yield; for example, 0.34 means a 34% yield). The reactants are [Br:1][C:2]1[CH:3]=[C:4]([CH2:9][CH2:10][C:11]#[N:12])[CH:5]=[CH:6][C:7]=1[F:8].CO.C([Cl:18])(=O)C.[NH3:19]. The catalyst is C1(C)C=CC=CC=1. The product is [ClH:18].[Br:1][C:2]1[CH:3]=[C:4]([CH2:9][CH2:10][C:11](=[NH:19])[NH2:12])[CH:5]=[CH:6][C:7]=1[F:8]. The yield is 0.930.